This data is from Full USPTO retrosynthesis dataset with 1.9M reactions from patents (1976-2016). The task is: Predict the reactants needed to synthesize the given product. (1) The reactants are: Cl.[NH2:2][C:3]1[S:4][C:5]([C:8]([OH:10])=O)=[CH:6][N:7]=1.ON1C2C=CC=CC=2N=N1.CCN=C=NCCCN(C)C.[CH:32]1([C@@H:38]([NH2:40])[CH3:39])[CH2:37][CH2:36][CH2:35][CH2:34][CH2:33]1.C(=O)(O)[O-].[Na+]. Given the product [CH:32]1([C@@H:38]([NH:40][C:8]([C:5]2[S:4][C:3]([NH2:2])=[N:7][CH:6]=2)=[O:10])[CH3:39])[CH2:37][CH2:36][CH2:35][CH2:34][CH2:33]1, predict the reactants needed to synthesize it. (2) Given the product [F:5][C:6]1[CH:7]=[C:8]([CH2:13][S:14]([NH:17][C:18]2[N:19]=[N:20][C:21]([S:26]([CH3:29])(=[O:27])=[O:28])=[CH:22][C:23]=2[OH:24])(=[O:15])=[O:16])[CH:9]=[CH:10][C:11]=1[F:12], predict the reactants needed to synthesize it. The reactants are: B(Br)(Br)Br.[F:5][C:6]1[CH:7]=[C:8]([CH2:13][S:14]([NH:17][C:18]2[N:19]=[N:20][C:21]([S:26]([CH3:29])(=[O:28])=[O:27])=[CH:22][C:23]=2[O:24]C)(=[O:16])=[O:15])[CH:9]=[CH:10][C:11]=1[F:12]. (3) Given the product [NH2:1][C:2]1[C:3]([C:4]([NH:6][CH3:7])=[O:5])=[C:11]([Cl:35])[C:12]([C:15]2[CH:16]=[N:17][N:18]([CH2:20][CH2:21][CH2:22][OH:23])[CH:19]=2)=[CH:13][CH:14]=1, predict the reactants needed to synthesize it. The reactants are: [NH2:1][C:2]1[CH:14]=[CH:13][C:12]([C:15]2[CH:16]=[N:17][N:18]([CH2:20][CH2:21][CH2:22][OH:23])[CH:19]=2)=[CH:11][C:3]=1[C:4]([N:6](CC)[CH2:7]C)=[O:5].NC1C(C(NC)=O)=C([Cl:35])C(Br)=CC=1. (4) Given the product [Cl:1][C:2]1[CH:14]=[CH:13][C:5]([CH2:6][NH:7][C:8]([CH:10]2[CH2:11][CH2:12]2)=[O:9])=[CH:4][C:3]=1[CH:15]=[O:16], predict the reactants needed to synthesize it. The reactants are: [Cl:1][C:2]1[CH:14]=[CH:13][C:5]([CH2:6][NH:7][C:8]([CH:10]2[CH2:12][CH2:11]2)=[O:9])=[CH:4][C:3]=1[CH2:15][OH:16]. (5) Given the product [F:10][C:9]1[CH:8]=[CH:7][C:6]([O:11][CH3:12])=[C:3]2[C:2]=1[NH:15][N:14]=[C:4]2[N:5]1[C:20](=[O:13])[C:21]2[C:22](=[CH:26][CH:27]=[CH:28][CH:29]=2)[C:23]1=[O:24], predict the reactants needed to synthesize it. The reactants are: F[C:2]1[C:9]([F:10])=[CH:8][CH:7]=[C:6]([O:11][CH3:12])[C:3]=1[C:4]#[N:5].[OH2:13].[NH2:14][NH2:15].CC(C)=O.[C:20]1(=O)O[C:23](=[O:24])[C:22]2=[CH:26][CH:27]=[CH:28][CH:29]=[C:21]12. (6) Given the product [Br:24][C:21]1[CH:22]=[CH:23][C:16]([N:15]=[C:10]2[CH2:11][CH2:12][CH2:13][N:9]2[CH2:8][C:4]2[CH:3]=[N:2][CH:7]=[CH:6][CH:5]=2)=[C:17]([CH:20]=1)[C:18]#[N:19], predict the reactants needed to synthesize it. The reactants are: Cl.[N:2]1[CH:7]=[CH:6][CH:5]=[C:4]([CH2:8][N:9]2[CH2:13][CH2:12][CH2:11][C:10]2=O)[CH:3]=1.[NH2:15][C:16]1[CH:23]=[CH:22][C:21]([Br:24])=[CH:20][C:17]=1[C:18]#[N:19].[OH-].[Na+]. (7) Given the product [OH:1][CH:2]1[CH2:7][CH2:6][N:5]([C:8]([N:10]2[CH2:15][CH:14]([C:16]3[CH:21]=[CH:20][C:19]([CH3:22])=[C:18]([C:23]([F:24])([F:26])[F:25])[CH:17]=3)[CH2:13][CH:12]([C:27]3[O:29][N:38]=[C:32]([CH2:33][S:34]([CH3:37])(=[O:36])=[O:35])[N:31]=3)[CH2:11]2)=[O:9])[CH2:4][CH2:3]1, predict the reactants needed to synthesize it. The reactants are: [OH:1][CH:2]1[CH2:7][CH2:6][N:5]([C:8]([N:10]2[CH2:15][CH:14]([C:16]3[CH:21]=[CH:20][C:19]([CH3:22])=[C:18]([C:23]([F:26])([F:25])[F:24])[CH:17]=3)[CH2:13][CH:12]([C:27]([OH:29])=O)[CH2:11]2)=[O:9])[CH2:4][CH2:3]1.O[NH:31][C:32](=[NH:38])[CH2:33][S:34]([CH3:37])(=[O:36])=[O:35]. (8) Given the product [CH3:46][O:47][C:48]1[CH:65]=[CH:64][C:63]2[C@@H:62]3[C@H:53]([C@H:54]4[C@@:58]([CH2:60][CH2:61]3)([CH3:59])[CH:57]([O:28][C:27](=[O:29])[C:26]3[CH:25]=[CH:24][C:23]([N+:20]([O-:22])=[O:21])=[CH:31][CH:30]=3)[CH:56]=[CH:55]4)[CH2:52][CH2:51][C:50]=2[CH:49]=1, predict the reactants needed to synthesize it. The reactants are: C1(P(C2C=CC=CC=2)C2C=CC=CC=2)C=CC=CC=1.[N+:20]([C:23]1[CH:31]=[CH:30][C:26]([C:27]([OH:29])=[O:28])=[CH:25][CH:24]=1)([O-:22])=[O:21].C(OC(N=NC(OC(C)C)=O)=O)(C)C.[CH3:46][O:47][C:48]1[CH:65]=[CH:64][C:63]2[C@@H:62]3[C@H:53]([C@H:54]4[C@@:58]([CH2:60][CH2:61]3)([CH3:59])[C@@H:57](O)[CH:56]=[CH:55]4)[CH2:52][CH2:51][C:50]=2[CH:49]=1.[Cl-].[Na+].